Dataset: Reaction yield outcomes from USPTO patents with 853,638 reactions. Task: Predict the reaction yield, written as a fraction of the theoretical maximum amount of product (1.0 means a 100% yield; for example, 0.34 means a 34% yield). (1) The reactants are [C:1]1([C:7]2[C:15]3[CH:14]=[C:13]([CH2:16][CH2:17][CH2:18][CH2:19][N:20]4[CH:24]=[C:23]([C:25](O)=[O:26])[N:22]=[N:21]4)[N:12]=[N:11][C:10]=3[NH:9][CH:8]=2)[CH:6]=[CH:5][CH:4]=[CH:3][CH:2]=1.CN(C(ON1N=NC2C=CC=NC1=2)=[N+](C)C)C.F[P-](F)(F)(F)(F)F.[N:52]1[CH:57]=[CH:56][CH:55]=[CH:54][C:53]=1[CH2:58][NH2:59].CCN(C(C)C)C(C)C. The catalyst is CN(C=O)C. The product is [C:1]1([C:7]2[C:15]3[CH:14]=[C:13]([CH2:16][CH2:17][CH2:18][CH2:19][N:20]4[CH:24]=[C:23]([C:25]([NH:59][CH2:58][C:53]5[CH:54]=[CH:55][CH:56]=[CH:57][N:52]=5)=[O:26])[N:22]=[N:21]4)[N:12]=[N:11][C:10]=3[NH:9][CH:8]=2)[CH:2]=[CH:3][CH:4]=[CH:5][CH:6]=1. The yield is 0.730. (2) The reactants are [CH3:1][C:2]1([CH3:26])[CH2:11][C:10]2[C:5](=[CH:6][CH:7]=[C:8]([C:12]([O:14]C)=[O:13])[CH:9]=2)[NH:4][CH:3]1[C:16]1[CH:21]=[CH:20][CH:19]=[C:18]([C:22](=[O:25])[NH:23][CH3:24])[CH:17]=1.[OH-].[Na+].Cl. The catalyst is CO.O. The product is [CH3:1][C:2]1([CH3:26])[CH2:11][C:10]2[C:5](=[CH:6][CH:7]=[C:8]([C:12]([OH:14])=[O:13])[CH:9]=2)[NH:4][CH:3]1[C:16]1[CH:21]=[CH:20][CH:19]=[C:18]([C:22](=[O:25])[NH:23][CH3:24])[CH:17]=1. The yield is 0.429.